From a dataset of Catalyst prediction with 721,799 reactions and 888 catalyst types from USPTO. Predict which catalyst facilitates the given reaction. (1) The catalyst class is: 5. Reactant: [CH2:1]([O:8][C:9]([N:11]([CH2:13][C:14]1[CH:23]=[CH:22][C:17]([C:18]([O:20]C)=[O:19])=[CH:16][CH:15]=1)[CH3:12])=[O:10])[C:2]1[CH:7]=[CH:6][CH:5]=[CH:4][CH:3]=1.[Li+].[OH-].Cl. Product: [CH2:1]([O:8][C:9]([N:11]([CH2:13][C:14]1[CH:15]=[CH:16][C:17]([C:18]([OH:20])=[O:19])=[CH:22][CH:23]=1)[CH3:12])=[O:10])[C:2]1[CH:3]=[CH:4][CH:5]=[CH:6][CH:7]=1. (2) The catalyst class is: 17. Reactant: [CH3:1][C:2]1([CH3:24])[CH2:11][C:10]2[C:5](=[C:6]3[CH2:15][C:14]([CH3:17])([CH3:16])[O:13][C:7]3=[C:8]([OH:12])[CH:9]=2)[C:4]([C:18]2[CH:23]=[CH:22][CH:21]=[CH:20][CH:19]=2)=[N:3]1.[F:25][C:26]([F:39])([F:38])[S:27](O[S:27]([C:26]([F:39])([F:38])[F:25])(=[O:29])=[O:28])(=[O:29])=[O:28].O. Product: [CH3:1][C:2]1([CH3:24])[CH2:11][C:10]2[C:5](=[C:6]3[CH2:15][C:14]([CH3:16])([CH3:17])[O:13][C:7]3=[C:8]([O:12][S:27]([C:26]([F:39])([F:38])[F:25])(=[O:29])=[O:28])[CH:9]=2)[C:4]([C:18]2[CH:19]=[CH:20][CH:21]=[CH:22][CH:23]=2)=[N:3]1. (3) Reactant: [Cl:1][C:2]1[CH:7]=[CH:6][C:5]([CH:8]2[C:12]3[N:13]([CH:21]([CH3:23])[CH3:22])[C:14]([CH:16]4[CH2:20][CH2:19][O:18][CH2:17]4)=[N:15][C:11]=3[C:10](=[O:24])[NH:9]2)=[CH:4][CH:3]=1.Cl[C:26]1[CH:27]=[C:28]([CH3:36])[C:29]2[N:30]([C:32]([CH3:35])=[N:33][N:34]=2)[N:31]=1.CC1(C)C2C(=C(P(C3C=CC=CC=3)C3C=CC=CC=3)C=CC=2)OC2C(P(C3C=CC=CC=3)C3C=CC=CC=3)=CC=CC1=2.C([O-])([O-])=O.[Cs+].[Cs+]. Product: [Cl:1][C:2]1[CH:7]=[CH:6][C:5]([CH:8]2[C:12]3[N:13]([CH:21]([CH3:22])[CH3:23])[C:14]([CH:16]4[CH2:20][CH2:19][O:18][CH2:17]4)=[N:15][C:11]=3[C:10](=[O:24])[N:9]2[C:26]2[CH:27]=[C:28]([CH3:36])[C:29]3[N:30]([C:32]([CH3:35])=[N:33][N:34]=3)[N:31]=2)=[CH:4][CH:3]=1. The catalyst class is: 62. (4) Product: [F:31][C:28]1[CH:27]=[CH:26][C:25]([C:11]2[CH:10]=[C:9]([CH:4]([CH2:5][CH:6]([CH3:8])[CH3:7])[C:3]([OH:32])=[O:2])[CH:14]=[C:13]([C:15]3[CH:16]=[CH:17][C:18]([C:21]([F:24])([F:22])[F:23])=[CH:19][CH:20]=3)[N:12]=2)=[CH:30][CH:29]=1. Reactant: C[O:2][C:3](=[O:32])[CH:4]([C:9]1[CH:14]=[C:13]([C:15]2[CH:20]=[CH:19][C:18]([C:21]([F:24])([F:23])[F:22])=[CH:17][CH:16]=2)[N:12]=[C:11]([C:25]2[CH:30]=[CH:29][C:28]([F:31])=[CH:27][CH:26]=2)[CH:10]=1)[CH2:5][CH:6]([CH3:8])[CH3:7].C(O)(=O)CC(CC(O)=O)(C(O)=O)O. The catalyst class is: 821. (5) Reactant: C([O:3][C:4](=[O:25])[CH:5]([N:10]([CH2:18][C:19]1[CH:24]=[CH:23][CH:22]=[CH:21][CH:20]=1)[CH2:11][C:12]1[CH:17]=[CH:16][CH:15]=[CH:14][CH:13]=1)[C:6]([OH:9])([CH3:8])[CH3:7])C.[OH-].[K+].P([O-])(O)(O)=O.[Na+]. Product: [CH2:18]([N:10]([CH2:11][C:12]1[CH:13]=[CH:14][CH:15]=[CH:16][CH:17]=1)[CH:5]([C:6]([OH:9])([CH3:8])[CH3:7])[C:4]([OH:25])=[O:3])[C:19]1[CH:20]=[CH:21][CH:22]=[CH:23][CH:24]=1. The catalyst class is: 24. (6) Reactant: Br[C:2]1[CH:18]=[CH:17][C:5]([O:6][Si:7]([CH:14]([CH3:16])[CH3:15])([CH:11]([CH3:13])[CH3:12])[CH:8]([CH3:10])[CH3:9])=[CH:4][C:3]=1[C:19]([CH3:22])([CH3:21])[CH3:20].C([Li])(C)(C)C.CCCCC.Cl[C:34]([O:36][CH2:37][CH3:38])=[O:35]. Product: [C:19]([C:3]1[CH:4]=[C:5]([O:6][Si:7]([CH:14]([CH3:16])[CH3:15])([CH:11]([CH3:12])[CH3:13])[CH:8]([CH3:9])[CH3:10])[CH:17]=[CH:18][C:2]=1[C:34]([O:36][CH2:37][CH3:38])=[O:35])([CH3:22])([CH3:20])[CH3:21]. The catalyst class is: 28.